Dataset: Forward reaction prediction with 1.9M reactions from USPTO patents (1976-2016). Task: Predict the product of the given reaction. (1) The product is: [Br:1][C:2]1[CH:7]=[C:6]([F:8])[C:5]([CH2:9][Br:12])=[C:4]([F:11])[CH:3]=1. Given the reactants [Br:1][C:2]1[CH:7]=[C:6]([F:8])[C:5]([CH2:9]O)=[C:4]([F:11])[CH:3]=1.[Br:12]P(Br)Br, predict the reaction product. (2) Given the reactants [F:1][C:2]([F:14])([C:7]1[CH:13]=[CH:12][C:10]([NH2:11])=[CH:9][CH:8]=1)[C:3]([F:6])([F:5])[F:4].[CH2:15]([S:17][C:18]1[CH:26]=[C:25]([C:27]([F:30])([F:29])[F:28])[CH:24]=[CH:23][C:19]=1[C:20](O)=[O:21])[CH3:16].CCN=C=NCCCN(C)C.Cl.C(=O)(O)[O-].[Na+], predict the reaction product. The product is: [CH2:15]([S:17][C:18]1[CH:26]=[C:25]([C:27]([F:29])([F:28])[F:30])[CH:24]=[CH:23][C:19]=1[C:20]([NH:11][C:10]1[CH:12]=[CH:13][C:7]([C:2]([F:14])([F:1])[C:3]([F:5])([F:4])[F:6])=[CH:8][CH:9]=1)=[O:21])[CH3:16]. (3) Given the reactants [Cl:1][C:2]1[CH:3]=[C:4]([CH:10]=[CH:11][C:12]=1[Cl:13])[CH:5]=[CH:6][C:7]([OH:9])=O.[CH3:14][CH:15]1[NH:20][CH2:19][CH2:18][NH:17][C:16]1=[O:21].CN1CCOCC1.F[P-](F)(F)(F)(F)F.N1(OC(N(C)C)=[N+](C)C)C2N=CC=CC=2N=N1, predict the reaction product. The product is: [Cl:1][C:2]1[CH:3]=[C:4](/[CH:5]=[CH:6]/[C:7]([N:20]2[CH2:19][CH2:18][NH:17][C:16](=[O:21])[CH:15]2[CH3:14])=[O:9])[CH:10]=[CH:11][C:12]=1[Cl:13]. (4) The product is: [ClH:1].[Cl:1][C:2]1[CH:3]=[C:4]([N:9]2[CH:13]=[C:12]([C:14]#[C:15][C:18]3[CH:23]=[CH:22][N:21]=[C:20]([CH3:24])[CH:19]=3)[N:11]=[C:10]2[CH3:16])[CH:5]=[CH:6][C:7]=1[Cl:8]. Given the reactants [Cl:1][C:2]1[CH:3]=[C:4]([N:9]2[CH:13]=[C:12]([C:14]#[CH:15])[N:11]=[C:10]2[CH3:16])[CH:5]=[CH:6][C:7]=1[Cl:8].I[C:18]1[CH:23]=[CH:22][N:21]=[C:20]([CH3:24])[CH:19]=1, predict the reaction product. (5) Given the reactants C1(OC)C=CC=CC=1.C(OC([N:16]1[CH2:21][CH2:20][CH:19]([CH2:22][O:23][CH2:24][C@H:25]([NH:32][C:33]([C:35]2[CH:43]=[C:42]3[C:38]([C:39]([CH3:44])=[CH:40][NH:41]3)=[CH:37][CH:36]=2)=[O:34])[C:26]2[CH:31]=[CH:30][CH:29]=[CH:28][CH:27]=2)[CH2:18][CH2:17]1)=O)(C)(C)C, predict the reaction product. The product is: [CH3:44][C:39]1[C:38]2[C:42](=[CH:43][C:35]([C:33]([NH:32][C@H:25]([C:26]3[CH:31]=[CH:30][CH:29]=[CH:28][CH:27]=3)[CH2:24][O:23][CH2:22][CH:19]3[CH2:18][CH2:17][NH:16][CH2:21][CH2:20]3)=[O:34])=[CH:36][CH:37]=2)[NH:41][CH:40]=1. (6) Given the reactants [F:1][C:2]1[CH:10]=[CH:9][C:5]([C:6]([OH:8])=[O:7])=[CH:4][CH:3]=1.[CH2:11](Br)[C:12]1[CH:17]=[CH:16][CH:15]=[CH:14][CH:13]=1.C(=O)([O-])[O-].[Cs+].[Cs+], predict the reaction product. The product is: [F:1][C:2]1[CH:10]=[CH:9][C:5]([C:6]([O:8][CH2:11][C:12]2[CH:17]=[CH:16][CH:15]=[CH:14][CH:13]=2)=[O:7])=[CH:4][CH:3]=1. (7) Given the reactants [ClH:1].C(O/[CH:5]=[C:6]1\[C:7](=O)[C:8]2[C:13]([O:14][C:15]3\1[CH2:20][CH2:19][NH:18][CH2:17][CH2:16]3)=[CH:12][CH:11]=[CH:10][CH:9]=2)C.[CH3:22][NH:23][NH2:24], predict the reaction product. The product is: [ClH:1].[CH3:22][N:23]1[CH:5]=[C:6]2[C:15]3([O:14][C:13]4[CH:12]=[CH:11][CH:10]=[CH:9][C:8]=4[C:7]2=[N:24]1)[CH2:20][CH2:19][NH:18][CH2:17][CH2:16]3. (8) Given the reactants Br[C:2]1[CH:10]=[CH:9][CH:8]=[C:7]2[C:3]=1[C:4]([CH:14]=[O:15])=[CH:5][N:6]2[CH:11]([CH3:13])[CH3:12].[F:16][C:17]1[CH:22]=[CH:21][C:20](B(O)O)=[CH:19][CH:18]=1, predict the reaction product. The product is: [F:16][C:17]1[CH:22]=[CH:21][C:20]([C:2]2[CH:10]=[CH:9][CH:8]=[C:7]3[C:3]=2[C:4]([CH:14]=[O:15])=[CH:5][N:6]3[CH:11]([CH3:13])[CH3:12])=[CH:19][CH:18]=1. (9) Given the reactants [C:1](Cl)(=[O:5])[CH:2]([CH3:4])[CH3:3].Cl.[NH2:8][CH2:9][CH2:10][N:11]1[C:19]2[C:18]([CH3:20])=[C:17]([CH3:21])[N:16]=[C:15]([NH2:22])[C:14]=2[N:13]=[C:12]1[CH3:23].C(N(CC)CC)C, predict the reaction product. The product is: [NH2:22][C:15]1[C:14]2[N:13]=[C:12]([CH3:23])[N:11]([CH2:10][CH2:9][NH:8][C:1](=[O:5])[CH:2]([CH3:4])[CH3:3])[C:19]=2[C:18]([CH3:20])=[C:17]([CH3:21])[N:16]=1. (10) Given the reactants [CH2:1]([N:3]([CH2:19][CH3:20])[C:4](=[O:18])[C:5]1[CH:10]=[CH:9][C:8]([CH:11]=[CH2:12])=[CH:7][C:6]=1[O:13][C:14]([F:17])([F:16])[F:15])[CH3:2].[H][H], predict the reaction product. The product is: [CH2:19]([N:3]([CH2:1][CH3:2])[C:4](=[O:18])[C:5]1[CH:10]=[CH:9][C:8]([CH2:11][CH3:12])=[CH:7][C:6]=1[O:13][C:14]([F:16])([F:15])[F:17])[CH3:20].